Dataset: Catalyst prediction with 721,799 reactions and 888 catalyst types from USPTO. Task: Predict which catalyst facilitates the given reaction. (1) Reactant: [C:1]1([C@@H:7]2[N:21]3[C:22]4[C:14]([C:15]5[C:20]3=[CH:19][CH:18]=[CH:17][C:16]=5[OH:23])=[CH:13][CH:12]=[CH:11][C:10]=4[O:9][CH2:8]2)[CH:6]=[CH:5][CH:4]=[CH:3][CH:2]=1.Br[CH2:25][C:26]#[N:27].C(=O)([O-])[O-].[K+].[K+]. Product: [C:1]1([C@@H:7]2[N:21]3[C:22]4[C:14]([C:15]5[C:16]([O:23][CH2:25][C:26]#[N:27])=[CH:17][CH:18]=[CH:19][C:20]=53)=[CH:13][CH:12]=[CH:11][C:10]=4[O:9][CH2:8]2)[CH:2]=[CH:3][CH:4]=[CH:5][CH:6]=1. The catalyst class is: 3. (2) Reactant: [Si]([O:8][CH2:9][C@H:10]([NH:19][C:20]([C:22]1[NH:31][C:25]2=[CH:26][N:27]=[C:28]([Cl:30])[CH:29]=[C:24]2[CH:23]=1)=[O:21])[C:11](=[O:18])[C:12]1[CH:17]=[CH:16][CH:15]=[CH:14][CH:13]=1)(C(C)(C)C)(C)C.C(O)(=O)C.[F-].C([N+](CCCC)(CCCC)CCCC)CCC.C(OCC)(=O)C. Product: [OH:8][CH2:9][C@H:10]([NH:19][C:20]([C:22]1[NH:31][C:25]2=[CH:26][N:27]=[C:28]([Cl:30])[CH:29]=[C:24]2[CH:23]=1)=[O:21])[C:11](=[O:18])[C:12]1[CH:13]=[CH:14][CH:15]=[CH:16][CH:17]=1. The catalyst class is: 20. (3) Reactant: [CH2:1]([C@:3]12[CH2:11][C:10](=[CH2:12])[C@@H:9]3[C@@H:13]4[C:18]([CH2:19][CH2:20][C@H:8]3[C@@H:7]1[CH2:6][CH2:5][CH2:4]2)=[CH:17][CH2:16][CH2:15][CH2:14]4)[CH3:2].[C-]#[C-].[Li+].[Li+].[CH2:25](N)[CH2:26]N.C(O)(=[O:31])C. Product: [CH3:2][CH2:1][C@@:3]12[C@:4]([OH:31])([C:25]#[CH:26])[CH2:5][CH2:6][C@H:7]1[C@@H:8]1[CH2:20][CH2:19][C:18]3[C@@H:13]([C@H:9]1[C:10](=[CH2:12])[CH2:11]2)[CH2:14][CH2:15][CH2:16][CH:17]=3. The catalyst class is: 58.